This data is from Forward reaction prediction with 1.9M reactions from USPTO patents (1976-2016). The task is: Predict the product of the given reaction. Given the reactants [Cl:1][C:2]1[CH:3]=[C:4]([F:30])[C:5]([C:24]2[N:25]=[N:26][N:27]([CH3:29])[N:28]=2)=[C:6]([C:8]2[CH:9]=[N:10][C:11]3[CH:12]([NH:17][C:18]([C:20]4([NH2:23])[CH2:22][CH2:21]4)=[O:19])[CH2:13][CH2:14][C:15]=3[CH:16]=2)[CH:7]=1.[CH3:31][C:32]1[CH:36]=[C:35]([C:37](O)=[O:38])[O:34][N:33]=1, predict the reaction product. The product is: [Cl:1][C:2]1[CH:3]=[C:4]([F:30])[C:5]([C:24]2[N:25]=[N:26][N:27]([CH3:29])[N:28]=2)=[C:6]([C:8]2[CH:9]=[N:10][C:11]3[CH:12]([NH:17][C:18]([C:20]4([NH:23][C:37]([C:35]5[O:34][N:33]=[C:32]([CH3:31])[CH:36]=5)=[O:38])[CH2:22][CH2:21]4)=[O:19])[CH2:13][CH2:14][C:15]=3[CH:16]=2)[CH:7]=1.